This data is from Forward reaction prediction with 1.9M reactions from USPTO patents (1976-2016). The task is: Predict the product of the given reaction. (1) Given the reactants [OH:1][C:2]1[CH:3]=[CH:4][C:5]([NH:12][S:13]([C:16]2[CH:21]=[CH:20][C:19]([CH3:22])=[CH:18][CH:17]=2)(=[O:15])=[O:14])=[C:6]([CH:11]=1)[C:7]([O:9][CH3:10])=[O:8].[OH:23][CH:24]=[C:25]1[CH:30]=[C:29](F)[CH:28]=[CH:27][CH:26]1[N+:32]([O-:34])=[O:33].C(=O)([O-])[O-].[K+].[K+].OS([O-])(=O)=O.[K+], predict the reaction product. The product is: [CH3:10][O:9][C:7](=[O:8])[C:6]1[CH:11]=[C:2]([O:1][C:29]2[CH:28]=[CH:27][C:26]([N+:32]([O-:34])=[O:33])=[C:25]([CH2:24][OH:23])[CH:30]=2)[CH:3]=[CH:4][C:5]=1[NH:12][S:13]([C:16]1[CH:21]=[CH:20][C:19]([CH3:22])=[CH:18][CH:17]=1)(=[O:15])=[O:14]. (2) Given the reactants [C:1]1([CH:8]=[CH:7][CH:6]=[C:4]([OH:5])[CH:3]=1)[OH:2].[Cl:9][C:10]1[CH:15]=[CH:14][C:13]([CH2:16][C:17](O)=[O:18])=[CH:12][CH:11]=1.B(F)(F)F.CCOCC.C([O-])(=O)C.[Na+], predict the reaction product. The product is: [Cl:9][C:10]1[CH:15]=[CH:14][C:13]([CH2:16][C:17]([C:6]2[CH:7]=[CH:8][C:1]([OH:2])=[CH:3][C:4]=2[OH:5])=[O:18])=[CH:12][CH:11]=1.